From a dataset of Catalyst prediction with 721,799 reactions and 888 catalyst types from USPTO. Predict which catalyst facilitates the given reaction. (1) Reactant: [CH3:1][N:2]1[C:10]2[C:5](=[CH:6][CH:7]=[CH:8][CH:9]=2)[CH:4]=[CH:3]1.CC([O-])(C)C.[K+].[SiH:17]([CH2:22][CH3:23])([CH2:20][CH3:21])[CH2:18][CH3:19]. Product: [CH3:1][N:2]1[C:10]2[C:5](=[CH:6][CH:7]=[CH:8][CH:9]=2)[CH:4]=[C:3]1[Si:17]([CH2:22][CH3:23])([CH2:20][CH3:21])[CH2:18][CH3:19]. The catalyst class is: 7. (2) Reactant: [CH:1]1([C:7]2[C:8]3[CH:9]=[CH:10][C:11]([C:35]([O:37]C)=[O:36])=[CH:12][C:13]=3[N:14]3[CH2:21][CH2:20][N:19]([C:22](=[O:29])[CH2:23][N:24]4[CH:28]=[CH:27][N:26]=[CH:25]4)[CH2:18][C:17]4[CH:30]=[C:31]([F:34])[CH:32]=[CH:33][C:16]=4[C:15]=23)[CH2:6][CH2:5][CH2:4][CH2:3][CH2:2]1.[OH-].[K+]. Product: [CH:1]1([C:7]2[C:8]3[CH:9]=[CH:10][C:11]([C:35]([OH:37])=[O:36])=[CH:12][C:13]=3[N:14]3[CH2:21][CH2:20][N:19]([C:22](=[O:29])[CH2:23][N:24]4[CH:28]=[CH:27][N:26]=[CH:25]4)[CH2:18][C:17]4[CH:30]=[C:31]([F:34])[CH:32]=[CH:33][C:16]=4[C:15]=23)[CH2:6][CH2:5][CH2:4][CH2:3][CH2:2]1. The catalyst class is: 38. (3) Reactant: [C:1]1([CH:7]([C:39]2[CH:44]=[CH:43][CH:42]=[CH:41][CH:40]=2)[N:8]2[CH2:12][CH2:11][C@@H:10]([N:13]([C:21]3[CH:26]=[CH:25][C:24](/[CH:27]=[CH:28]/[C:29](=[O:38])[NH:30][O:31]C4CCCCO4)=[CH:23][N:22]=3)C(=O)OC(C)(C)C)[CH2:9]2)[CH:6]=[CH:5][CH:4]=[CH:3][CH:2]=1.CO.[ClH:47]. Product: [ClH:47].[ClH:47].[C:39]1([CH:7]([C:1]2[CH:2]=[CH:3][CH:4]=[CH:5][CH:6]=2)[N:8]2[CH2:12][CH2:11][C@@H:10]([NH:13][C:21]3[N:22]=[CH:23][C:24](/[CH:27]=[CH:28]/[C:29]([NH:30][OH:31])=[O:38])=[CH:25][CH:26]=3)[CH2:9]2)[CH:40]=[CH:41][CH:42]=[CH:43][CH:44]=1. The catalyst class is: 5. (4) Reactant: [CH3:1][O:2][C:3](=[O:36])[C:4]([C:9]1[CH:10]=[C:11]([C:25]2[CH:30]=[C:29]([F:31])[CH:28]=[CH:27][C:26]=2[O:32][CH2:33][O:34][CH3:35])[C:12]([O:17][CH2:18][C:19]2[CH:24]=[CH:23][CH:22]=[CH:21][CH:20]=2)=[C:13]([CH:15]=O)[CH:14]=1)([CH2:7][OH:8])[CH2:5][OH:6].Cl.[NH2:38][C:39]1[CH:40]=[C:41]([CH:45]=[CH:46][C:47]=1[NH2:48])[C:42]([NH2:44])=[NH:43].C1(=O)C=CC(=O)C=C1. Product: [CH3:1][O:2][C:3](=[O:36])[C:4]([C:9]1[CH:10]=[C:11]([C:25]2[CH:30]=[C:29]([F:31])[CH:28]=[CH:27][C:26]=2[O:32][CH2:33][O:34][CH3:35])[C:12]([O:17][CH2:18][C:19]2[CH:20]=[CH:21][CH:22]=[CH:23][CH:24]=2)=[C:13]([C:15]2[NH:48][C:47]3[CH:46]=[CH:45][C:41]([C:42](=[NH:43])[NH2:44])=[CH:40][C:39]=3[N:38]=2)[CH:14]=1)([CH2:5][OH:6])[CH2:7][OH:8]. The catalyst class is: 5. (5) Reactant: [Cl:1][C:2]1[C:3]([OH:21])=[C:4]([CH3:20])[C:5]([OH:19])=[C:6]([C:8](=[O:18])[CH2:9][C:10]2[CH:15]=[CH:14][C:13]([O:16][CH3:17])=[CH:12][CH:11]=2)[CH:7]=1.CN(C=O)C.C([O-])([O-])=O.[K+].[K+].[C:33](OC(=O)C)(=O)[CH3:34]. Product: [Cl:1][C:2]1[CH:7]=[C:6]2[C:5](=[C:4]([CH3:20])[C:3]=1[OH:21])[O:19][C:33]([CH3:34])=[C:9]([C:10]1[CH:11]=[CH:12][C:13]([O:16][CH3:17])=[CH:14][CH:15]=1)[CH:8]2[OH:18]. The catalyst class is: 6. (6) Reactant: [C:1]([C@@H:3]1[CH2:8][CH2:7][CH2:6][C@H:5]([NH:9][C:10](=O)OCC2C=CC=CC=2)[CH2:4]1)#[N:2].CCN(C(C)C)C(C)C.[Cl:29][C:30]1[CH:31]=[C:32]2[C:38]([C:39]3[N:44]=C(S(C)=O)[C:42]([F:48])=[CH:41][N:40]=3)=[CH:37][N:36]([S:49]([C:52]3[CH:58]=[CH:57][C:55]([CH3:56])=[CH:54][CH:53]=3)(=[O:51])=[O:50])[C:33]2=[N:34][CH:35]=1. Product: [Cl:29][C:30]1[CH:31]=[C:32]2[C:38]([C:39]3[N:44]=[C:10]([NH:9][C@H:5]4[CH2:6][CH2:7][CH2:8][C@@H:3]([C:1]#[N:2])[CH2:4]4)[C:42]([F:48])=[CH:41][N:40]=3)=[CH:37][N:36]([S:49]([C:52]3[CH:53]=[CH:54][C:55]([CH3:56])=[CH:57][CH:58]=3)(=[O:51])=[O:50])[C:33]2=[N:34][CH:35]=1. The catalyst class is: 833. (7) Reactant: Cl[C:2]1[N:3]=[N+:4]([O-:17])[C:5]2[C:14]([N:15]=1)=[CH:13][C:12]1[CH2:11][N:10]([CH3:16])[CH2:9][CH2:8][C:7]=1[CH:6]=2.[CH2:18]([NH2:20])[CH3:19]. Product: [CH2:18]([NH:20][C:2]1[N:3]=[N+:4]([O-:17])[C:5]2[C:14]([N:15]=1)=[CH:13][C:12]1[CH2:11][N:10]([CH3:16])[CH2:9][CH2:8][C:7]=1[CH:6]=2)[CH3:19]. The catalyst class is: 57. (8) Reactant: CO[C:3]1[CH:8]=[CH:7][N:6]=[CH:5][C:4]=1[N+:9]([O-:11])=[O:10].[CH:12]1([NH2:15])[CH2:14][CH2:13]1. Product: [CH:12]1([NH:15][C:3]2[CH:8]=[CH:7][N:6]=[CH:5][C:4]=2[N+:9]([O-:11])=[O:10])[CH2:14][CH2:13]1. The catalyst class is: 14. (9) Reactant: [C:1]([C:3]1[CH:8]=[CH:7][C:6]([C:9]2[CH:10]=[N:11][N:12]([CH2:22][C:23](OCC)=[O:24])[C:13]=2[C:14]2[CH:19]=[CH:18][C:17]([C:20]#[N:21])=[CH:16][CH:15]=2)=[CH:5][CH:4]=1)#[N:2].[NH2:28][CH2:29][CH2:30][OH:31].C(N(CC)CC)C.O. Product: [C:1]([C:3]1[CH:8]=[CH:7][C:6]([C:9]2[CH:10]=[N:11][N:12]([CH2:22][C:23]([NH:28][CH2:29][CH2:30][OH:31])=[O:24])[C:13]=2[C:14]2[CH:15]=[CH:16][C:17]([C:20]#[N:21])=[CH:18][CH:19]=2)=[CH:5][CH:4]=1)#[N:2]. The catalyst class is: 2. (10) Reactant: [ClH:1].[F:2][CH:3]([F:17])[O:4][C:5]1[CH:6]=[C:7]([N:11]2[CH2:16][CH2:15][NH:14][CH2:13][CH2:12]2)[CH:8]=[CH:9][CH:10]=1.ON1[C:23]2[CH:24]=[CH:25][CH:26]=[CH:27][C:22]=2[N:21]=[N:20]1.Cl.CN(C)[CH2:31][CH2:32][CH2:33]N=C=NCC.C(N([CH2:45][CH3:46])CC)C.[OH2:47]. Product: [ClH:1].[F:17][CH:3]([F:2])[O:4][C:5]1[CH:6]=[C:7]([N:11]2[CH2:16][CH2:15][N:14]([C:45]([C:46]3[N:21]([C:22]4[CH:27]=[CH:26][CH:25]=[CH:24][CH:23]=4)[N:20]=[C:32]([CH3:31])[CH:33]=3)=[O:47])[CH2:13][CH2:12]2)[CH:8]=[CH:9][CH:10]=1. The catalyst class is: 4.